Dataset: CYP2C19 inhibition data for predicting drug metabolism from PubChem BioAssay. Task: Regression/Classification. Given a drug SMILES string, predict its absorption, distribution, metabolism, or excretion properties. Task type varies by dataset: regression for continuous measurements (e.g., permeability, clearance, half-life) or binary classification for categorical outcomes (e.g., BBB penetration, CYP inhibition). Dataset: cyp2c19_veith. (1) The drug is Cc1ccc2nc(SCC(=O)c3ccc4c(c3)OCO4)[nH]c2c1. The result is 1 (inhibitor). (2) The compound is COc1ccc(-c2cc(C(F)F)nc(-n3nc(C)cc3C)n2)cc1. The result is 1 (inhibitor). (3) The drug is O=C(N[C@@H](c1ccccc1)[C@@H]1C[C@H]1C(=O)O)OCc1ccccc1. The result is 0 (non-inhibitor). (4) The drug is COc1ccc(-n2c(=O)c(-c3cccs3)nc3cncnc32)cc1. The result is 1 (inhibitor). (5) The compound is C[C@]12CC[C@@H]3[C@@H](CC=C4C[C@@H](O)CC[C@@]43C)[C@H]1CCC2=O. The result is 0 (non-inhibitor). (6) The molecule is COc1c(F)c(F)c(C(=O)O)c(Nc2ccc(C)cc2)c1F. The result is 0 (non-inhibitor). (7) The drug is COc1cc2nc(N3CCN(C(=O)[C@H]4COc5ccccc5O4)CC3)nc(N)c2cc1OC.CS(=O)(=O)O. The result is 0 (non-inhibitor).